Dataset: NCI-60 drug combinations with 297,098 pairs across 59 cell lines. Task: Regression. Given two drug SMILES strings and cell line genomic features, predict the synergy score measuring deviation from expected non-interaction effect. (1) Drug 1: CCCCC(=O)OCC(=O)C1(CC(C2=C(C1)C(=C3C(=C2O)C(=O)C4=C(C3=O)C=CC=C4OC)O)OC5CC(C(C(O5)C)O)NC(=O)C(F)(F)F)O. Drug 2: CC12CCC3C(C1CCC2OP(=O)(O)O)CCC4=C3C=CC(=C4)OC(=O)N(CCCl)CCCl.[Na+]. Cell line: SF-268. Synergy scores: CSS=51.3, Synergy_ZIP=1.12, Synergy_Bliss=2.91, Synergy_Loewe=-16.5, Synergy_HSA=3.17. (2) Drug 1: C1=CN(C(=O)N=C1N)C2C(C(C(O2)CO)O)O.Cl. Drug 2: C1CNP(=O)(OC1)N(CCCl)CCCl. Cell line: OVCAR-8. Synergy scores: CSS=35.8, Synergy_ZIP=4.66, Synergy_Bliss=6.06, Synergy_Loewe=-28.1, Synergy_HSA=5.01.